From a dataset of Full USPTO retrosynthesis dataset with 1.9M reactions from patents (1976-2016). Predict the reactants needed to synthesize the given product. (1) Given the product [Cl:14][C:15]1[CH:25]=[CH:24][CH:23]=[C:22]([F:26])[C:16]=1[CH:17]=[SH:18][CH2:19][CH2:20][NH:21][C:11]([C:9]1[NH:8][C:5]2=[CH:6][N:7]=[C:2]([Cl:1])[CH:3]=[C:4]2[CH:10]=1)=[O:13], predict the reactants needed to synthesize it. The reactants are: [Cl:1][C:2]1[CH:3]=[C:4]2[CH:10]=[C:9]([C:11]([OH:13])=O)[NH:8][C:5]2=[CH:6][N:7]=1.[Cl:14][C:15]1[CH:25]=[CH:24][CH:23]=[C:22]([F:26])[C:16]=1[CH2:17][S:18][CH2:19][CH2:20][NH2:21]. (2) Given the product [CH3:1][O:2][C:3](=[O:24])[CH:4]([C:10]1[CH:11]=[C:12]([C:30]2[CH:31]=[CH:32][C:27]([C:26]([F:37])([F:36])[F:25])=[CH:28][CH:29]=2)[C:13]([NH2:22])=[C:14]([O:16][CH2:17][C:18]([F:21])([F:20])[F:19])[CH:15]=1)[CH2:5][CH:6]1[CH2:9][CH2:8][CH2:7]1, predict the reactants needed to synthesize it. The reactants are: [CH3:1][O:2][C:3](=[O:24])[CH:4]([C:10]1[CH:15]=[C:14]([O:16][CH2:17][C:18]([F:21])([F:20])[F:19])[C:13]([NH2:22])=[C:12](Br)[CH:11]=1)[CH2:5][CH:6]1[CH2:9][CH2:8][CH2:7]1.[F:25][C:26]([F:37])([F:36])[C:27]1[CH:32]=[CH:31][C:30](B(O)O)=[CH:29][CH:28]=1.[F-].[Cs+].O. (3) Given the product [C:23]([C:21]1[N:20]([CH2:27][CH:28]2[CH2:29][CH2:30][C:31]([F:34])([F:35])[CH2:32][CH2:33]2)[C:19]2[CH:36]=[CH:37][C:16]([S:13]([N:10]3[CH2:11][CH2:12][C@H:8]([NH2:7])[CH2:9]3)(=[O:15])=[O:14])=[CH:17][C:18]=2[N:22]=1)([CH3:26])([CH3:24])[CH3:25], predict the reactants needed to synthesize it. The reactants are: C(OC(=O)[NH:7][C@H:8]1[CH2:12][CH2:11][N:10]([S:13]([C:16]2[CH:37]=[CH:36][C:19]3[N:20]([CH2:27][CH:28]4[CH2:33][CH2:32][C:31]([F:35])([F:34])[CH2:30][CH2:29]4)[C:21]([C:23]([CH3:26])([CH3:25])[CH3:24])=[N:22][C:18]=3[CH:17]=2)(=[O:15])=[O:14])[CH2:9]1)(C)(C)C.Cl. (4) Given the product [F:35][C:32]1[CH:33]=[CH:34][C:29]([CH2:28][N:13]2[C:14]3[C:15](=[N:16][CH:17]=[CH:18][C:19]=3[CH3:20])[C:11]([C:9]([NH:8][C@H:3]3[CH2:4][CH2:5][CH2:6][CH2:7][C@@H:2]3[OH:1])=[O:10])=[CH:12]2)=[CH:30][CH:31]=1, predict the reactants needed to synthesize it. The reactants are: [OH:1][C@H:2]1[CH2:7][CH2:6][CH2:5][CH2:4][C@@H:3]1[NH:8][C:9]([C:11]1[C:15]2=[N:16][CH:17]=[CH:18][C:19]([CH3:20])=[C:14]2[NH:13][CH:12]=1)=[O:10].C([O-])([O-])=O.[Cs+].[Cs+].Br[CH2:28][C:29]1[CH:34]=[CH:33][C:32]([F:35])=[CH:31][CH:30]=1. (5) Given the product [C:41]([O:46][CH2:47][O:31][C:30]1[C:25]([C:24](=[O:34])[NH:23][C@H:11]2[CH2:10][CH2:9][CH2:8][C@H:7]([CH2:6][CH:1]3[CH2:5][CH2:4][CH2:3][CH2:2]3)[C@@H:15]([O:16][CH2:17][CH:18]3[CH2:20][CH2:19]3)[C@H:14]([CH3:21])[O:13][C:12]2=[O:22])=[N:26][CH:27]=[CH:28][C:29]=1[O:32][CH3:33])(=[O:45])[CH:42]([CH3:44])[CH3:43], predict the reactants needed to synthesize it. The reactants are: [CH:1]1([CH2:6][C@@H:7]2[C@@H:15]([O:16][CH2:17][CH:18]3[CH2:20][CH2:19]3)[C@H:14]([CH3:21])[O:13][C:12](=[O:22])[C@@H:11]([NH:23][C:24](=[O:34])[C:25]3[C:30]([OH:31])=[C:29]([O:32][CH3:33])[CH:28]=[CH:27][N:26]=3)[CH2:10][CH2:9][CH2:8]2)[CH2:5][CH2:4][CH2:3][CH2:2]1.C([O-])([O-])=O.[K+].[K+].[C:41]([O:46][CH2:47]Cl)(=[O:45])[CH:42]([CH3:44])[CH3:43]. (6) Given the product [F:1][C:2]([F:11])([F:12])[C:3]1[CH:10]=[CH:9][C:6]([CH2:7][NH:8][C:18](=[O:19])[CH2:17][CH2:16][CH2:15][O:14][CH3:13])=[CH:5][CH:4]=1, predict the reactants needed to synthesize it. The reactants are: [F:1][C:2]([F:12])([F:11])[C:3]1[CH:10]=[CH:9][C:6]([CH2:7][NH2:8])=[CH:5][CH:4]=1.[CH3:13][O:14][CH2:15][CH2:16][CH2:17][C:18](OC)=[O:19].